This data is from Reaction yield outcomes from USPTO patents with 853,638 reactions. The task is: Predict the reaction yield, written as a fraction of the theoretical maximum amount of product (1.0 means a 100% yield; for example, 0.34 means a 34% yield). (1) The reactants are C([N:8]1[CH2:13][CH2:12][N:11]([C:14]2[CH:19]=[CH:18][N:17]=[C:16]3[NH:20][CH:21]=[C:22]([NH:23][C:24](=[O:28])[CH2:25][CH2:26][CH3:27])[C:15]=23)[CH2:10][CH2:9]1)C1C=CC=CC=1. The catalyst is CO.Cl.[Pd]. The product is [N:11]1([C:14]2[CH:19]=[CH:18][N:17]=[C:16]3[NH:20][CH:21]=[C:22]([NH:23][C:24](=[O:28])[CH2:25][CH2:26][CH3:27])[C:15]=23)[CH2:12][CH2:13][NH:8][CH2:9][CH2:10]1. The yield is 0.938. (2) The reactants are [F:1][C:2]1([F:37])[CH2:5][CH:4]([NH:6][C:7]([C@H:9]([C:30]2[CH:35]=[CH:34][CH:33]=[CH:32][C:31]=2[Cl:36])[N:10]([C:23]2[CH:28]=[CH:27][CH:26]=[C:25]([F:29])[CH:24]=2)[C:11]([C@@H:13]2[CH2:18][NH:17][CH2:16][CH2:15][N:14]2[C:19]([O:21][CH3:22])=[O:20])=[O:12])=[O:8])[CH2:3]1.[CH2:38]=O.N#N.[BH4-].[Na+]. The catalyst is CO.CC(O)=O. The product is [Cl:36][C:31]1[CH:32]=[CH:33][CH:34]=[CH:35][C:30]=1[C@H:9]([N:10]([C:23]1[CH:28]=[CH:27][CH:26]=[C:25]([F:29])[CH:24]=1)[C:11]([C@@H:13]1[CH2:18][N:17]([CH3:38])[CH2:16][CH2:15][N:14]1[C:19]([O:21][CH3:22])=[O:20])=[O:12])[C:7]([NH:6][CH:4]1[CH2:3][C:2]([F:1])([F:37])[CH2:5]1)=[O:8]. The yield is 0.360. (3) The reactants are Cl.O1CCOCC1.[CH2:8]([O:15][C:16]([NH:18][C@H:19]1[C@@H:24]([F:25])[CH2:23][CH2:22][N:21](C(OC(C)(C)C)=O)[CH2:20]1)=[O:17])[C:9]1[CH:14]=[CH:13][CH:12]=[CH:11][CH:10]=1. The catalyst is C(Cl)Cl. The product is [CH2:8]([O:15][C:16](=[O:17])[NH:18][C@H:19]1[C@@H:24]([F:25])[CH2:23][CH2:22][NH:21][CH2:20]1)[C:9]1[CH:14]=[CH:13][CH:12]=[CH:11][CH:10]=1. The yield is 0.940. (4) The reactants are [C:1]([OH:12])(=[O:11])[C:2]1[CH:10]=[C:8]([OH:9])[C:6]([OH:7])=[C:4]([OH:5])[CH:3]=1.S(=O)(=O)(O)O.[CH:18](OC)(OC)OC. The catalyst is CO. The product is [C:1]([O:12][CH3:18])(=[O:11])[C:2]1[CH:10]=[C:8]([OH:9])[C:6]([OH:7])=[C:4]([OH:5])[CH:3]=1. The yield is 0.950. (5) The product is [Cl:6][C:7]1[C:23]([Cl:24])=[CH:22][CH:21]=[C:9]2[C:8]=1[CH:13]=[C:12]([NH2:20])[N:11]=[CH:10]2. The yield is 0.860. The reactants are S(=O)(=O)(O)O.[Cl:6][C:7]1[CH:8]=[C:9]([CH:21]=[CH:22][C:23]=1[Cl:24])[CH2:10][NH:11][C:12](=[NH:20])[CH:13](OCC)OCC.ClC1C=C2C(=CC=1Cl)C(N)=NC=C2. No catalyst specified.